From a dataset of NCI-60 drug combinations with 297,098 pairs across 59 cell lines. Regression. Given two drug SMILES strings and cell line genomic features, predict the synergy score measuring deviation from expected non-interaction effect. (1) Drug 1: C1C(C(OC1N2C=C(C(=O)NC2=O)F)CO)O. Drug 2: CN1C(=O)N2C=NC(=C2N=N1)C(=O)N. Cell line: K-562. Synergy scores: CSS=29.2, Synergy_ZIP=5.82, Synergy_Bliss=4.22, Synergy_Loewe=-16.0, Synergy_HSA=7.07. (2) Drug 1: CC1=C(C=C(C=C1)C(=O)NC2=CC(=CC(=C2)C(F)(F)F)N3C=C(N=C3)C)NC4=NC=CC(=N4)C5=CN=CC=C5. Drug 2: CC1CCC2CC(C(=CC=CC=CC(CC(C(=O)C(C(C(=CC(C(=O)CC(OC(=O)C3CCCCN3C(=O)C(=O)C1(O2)O)C(C)CC4CCC(C(C4)OC)OCCO)C)C)O)OC)C)C)C)OC. Cell line: IGROV1. Synergy scores: CSS=-0.247, Synergy_ZIP=8.96, Synergy_Bliss=4.86, Synergy_Loewe=-48.2, Synergy_HSA=-7.27. (3) Drug 1: C1=CC(=CC=C1CCC2=CNC3=C2C(=O)NC(=N3)N)C(=O)NC(CCC(=O)O)C(=O)O. Drug 2: CN(C(=O)NC(C=O)C(C(C(CO)O)O)O)N=O. Cell line: DU-145. Synergy scores: CSS=16.1, Synergy_ZIP=-0.636, Synergy_Bliss=0.919, Synergy_Loewe=-13.7, Synergy_HSA=2.09.